This data is from Experimentally validated miRNA-target interactions with 360,000+ pairs, plus equal number of negative samples. The task is: Binary Classification. Given a miRNA mature sequence and a target amino acid sequence, predict their likelihood of interaction. (1) The miRNA is hsa-miR-1292-5p with sequence UGGGAACGGGUUCCGGCAGACGCUG. The protein sequence of the target gene is MALKMVKGSIDRMFDKNLQDLVRGIRNHKEDEAKYISQCIDEIKQELKQDNIAVKANAVCKLTYLQMLGYDISWAAFNIIEVMSASKFTFKRIGYLAASQSFHEGTDVIMLTTNQIRKDLSSPSQYDTGVALTGLSCFVTPDLARDLANDIMTLMSHTKPYIRKKAVLIMYKVFLKYPESLRPAFPRLKEKLEDPDPGVQSAAVNVICELARRNPKNYLSLAPLFFKLMTSSTNNWVLIKIIKLFGALTPLEPRLGKKLIEPLTNLIHSTSAMSLLYECVNTVIAVLISLSSGMPNHSAS.... Result: 0 (no interaction). (2) The miRNA is hsa-miR-28-3p with sequence CACUAGAUUGUGAGCUCCUGGA. The protein sequence of the target gene is MSSSHSRCGQSAAVASPGGSIDSRDAEMPATEKDLAEDAPWKKIQQNTFTRWCNEHLKCVSKRIANLQTDLSDGLRLIALLEVLSQKKMHRKHNQRPTFRQMQLENVSVALEFLDRESIKLVSIDSKAIVDGNLKLILGLIWTLILHYSISMPMWDEEEDEEAKKQTPKQRLLGWIQNKLPQLPITNFSRDWQSGRALGALVDSCAPGLCPDWDSWDASKPVNNAREAMQQADDWLGIPQVITPEEIVDPNVDEHSVMTYLSQFPKAKLKPGAPLRPKLNPKKARAYGPGIEPTGNMVKK.... Result: 0 (no interaction). (3) Result: 0 (no interaction). The protein sequence of the target gene is MGLEAQRLPGAEEAPVRVALRVRPLLPKELLHGHQSCLQVEPGLGRVTLGRDRHFGFHVVLAEDAGQEAVYQACVQPLLEAFFEGFNATVFAYGQTGSGKTYTMGEASVASLLEDEQGIVPRAMAEAFKLIDENDLLDCLVHVSYLEVYKEEFRDLLEVGTASRDIQLREDERGNVVLCGVKEVDVEGLDEVLSLLEMGNAARHTGATHLNHLSSRSHTVFTVTLEQRGRAPSRLPRPAPGQLLVSKFHFVDLAGSERVLKTGSTGERLKESIQINSSLLALGNVISALGDPQRRGSHIP.... The miRNA is hsa-miR-423-5p with sequence UGAGGGGCAGAGAGCGAGACUUU. (4) The miRNA is mmu-miR-574-5p with sequence UGAGUGUGUGUGUGUGAGUGUGU. The protein sequence of the target gene is MPFGLKLRRTRRYNVLSKNCFVTRIRLLDSNVIECTLSVESTGQECLEAVAQRLELRETHYFGLWFLSKSQQARWVELEKPLKKHLDKFANEPLLFFGVMFYVPNVSWLQQEATRYQYYLQVKKDVLEGRLRCTLDQVIRLAGLAVQADFGDYNQFDSQDFLREYVLFPMDLALEEAVLEELTQKVAQEHKAHSGILPAEAELMYINEVERLDGFGQEIFPVKDNHGNCVHLGIFFMGIFVRNRIGRQAVIYRWNDMGNITHNKSTILVELINKEETALFHTDDIENAKYISRLFATRHK.... Result: 0 (no interaction).